Predict the product of the given reaction. From a dataset of Forward reaction prediction with 1.9M reactions from USPTO patents (1976-2016). (1) Given the reactants C(O)(C(F)(F)F)=O.[Cl:8][C:9]1[CH:14]=[CH:13][C:12]([C:15]2[CH:20]=[CH:19][C:18]([O:21][CH2:22][C:23]([O:25]C(C)(C)C)=[O:24])=[CH:17][CH:16]=2)=[CH:11][CH:10]=1, predict the reaction product. The product is: [Cl:8][C:9]1[CH:10]=[CH:11][C:12]([C:15]2[CH:20]=[CH:19][C:18]([O:21][CH2:22][C:23]([OH:25])=[O:24])=[CH:17][CH:16]=2)=[CH:13][CH:14]=1. (2) Given the reactants [NH2:1][C:2]1[C:7]([F:8])=[C:6]([C:9]2[C:17]3[O:16][C:15]([F:19])([F:18])[O:14][C:13]=3[C:12]([Si](C)(C)C)=[CH:11][CH:10]=2)[N:5]=[C:4]([C:24]([O:26][CH3:27])=[O:25])[C:3]=1[Cl:28].[Br:29]Br.OS([O-])=O.[Na+], predict the reaction product. The product is: [NH2:1][C:2]1[C:7]([F:8])=[C:6]([C:9]2[C:17]3[O:16][C:15]([F:19])([F:18])[O:14][C:13]=3[C:12]([Br:29])=[CH:11][CH:10]=2)[N:5]=[C:4]([C:24]([O:26][CH3:27])=[O:25])[C:3]=1[Cl:28]. (3) Given the reactants [CH2:1]=O.[NH:3]1[CH2:8][CH2:7][O:6][CH2:5][CH2:4]1.[CH:9]1([CH2:12][O:13][C:14]2[CH:22]=[C:21]([CH2:23][C:24]3[C:25]([NH2:31])=[N:26][C:27]([NH2:30])=[N:28][CH:29]=3)[CH:20]=[C:19]3[C:15]=2[CH:16]=[CH:17][N:18]3[CH2:32][CH3:33])[CH2:11][CH2:10]1, predict the reaction product. The product is: [CH:9]1([CH2:12][O:13][C:14]2[CH:22]=[C:21]([CH2:23][C:24]3[C:25]([NH2:31])=[N:26][C:27]([NH2:30])=[N:28][CH:29]=3)[CH:20]=[C:19]3[C:15]=2[C:16]([CH2:1][N:3]2[CH2:8][CH2:7][O:6][CH2:5][CH2:4]2)=[CH:17][N:18]3[CH2:32][CH3:33])[CH2:11][CH2:10]1. (4) Given the reactants [C:1]([O:5][C:6]([N:8]1[CH2:11][CH:10]([CH2:12][N:13]=[N+]=[N-])[CH2:9]1)=[O:7])([CH3:4])([CH3:3])[CH3:2].N, predict the reaction product. The product is: [C:1]([O:5][C:6]([N:8]1[CH2:11][CH:10]([CH2:12][NH2:13])[CH2:9]1)=[O:7])([CH3:4])([CH3:3])[CH3:2]. (5) Given the reactants [Cl:1][C:2]1[C:7](=[O:8])[N:6]([CH3:9])[CH:5]=[C:4]([NH:10][CH:11]([C:27]2[CH:32]=[CH:31][C:30]([Cl:33])=[CH:29][CH:28]=2)[C:12]2[C:13]([C:24](O)=[O:25])=[N:14][N:15]([CH:21]3[CH2:23][CH2:22]3)[C:16]=2[C:17]([F:20])([F:19])[F:18])[CH:3]=1, predict the reaction product. The product is: [Cl:1][C:2]1[C:7](=[O:8])[N:6]([CH3:9])[CH:5]=[C:4]([N:10]2[CH:11]([C:27]3[CH:32]=[CH:31][C:30]([Cl:33])=[CH:29][CH:28]=3)[C:12]3[C:13](=[N:14][N:15]([CH:21]4[CH2:22][CH2:23]4)[C:16]=3[C:17]([F:20])([F:18])[F:19])[C:24]2=[O:25])[CH:3]=1. (6) The product is: [O:11]=[C:10]([N:12]1[CH2:13][CH2:14][N:15]([C:18](=[O:29])[C:19]2[CH:24]=[CH:23][CH:22]=[CH:21][C:20]=2[C:25]([F:28])([F:26])[F:27])[CH2:16][CH2:17]1)[CH2:9][NH:8][S:36]([C:33]1[CH:32]=[CH:31][C:30]([C:40]2[CH:45]=[CH:44][CH:43]=[CH:42][CH:41]=2)=[CH:35][CH:34]=1)(=[O:38])=[O:37]. Given the reactants CCN(CC)CC.[NH2:8][CH2:9][C:10]([N:12]1[CH2:17][CH2:16][N:15]([C:18](=[O:29])[C:19]2[CH:24]=[CH:23][CH:22]=[CH:21][C:20]=2[C:25]([F:28])([F:27])[F:26])[CH2:14][CH2:13]1)=[O:11].[C:30]1([C:40]2[CH:45]=[CH:44][CH:43]=[CH:42][CH:41]=2)[CH:35]=[CH:34][C:33]([S:36](Cl)(=[O:38])=[O:37])=[CH:32][CH:31]=1, predict the reaction product. (7) Given the reactants Cl.[O:2]1[CH2:7][CH2:6][CH:5]([CH2:8][NH2:9])[CH2:4][CH2:3]1.[Cl:10][C:11]1[C:16]([N+:17]([O-:19])=[O:18])=[C:15](Cl)[CH:14]=[C:13]([CH2:21][CH2:22][CH2:23][CH2:24][CH3:25])[N:12]=1.C(N(CC)CC)C, predict the reaction product. The product is: [Cl:10][C:11]1[C:16]([N+:17]([O-:19])=[O:18])=[C:15]([NH:9][CH2:8][CH:5]2[CH2:6][CH2:7][O:2][CH2:3][CH2:4]2)[CH:14]=[C:13]([CH2:21][CH2:22][CH2:23][CH2:24][CH3:25])[N:12]=1. (8) Given the reactants [F:1][C:2]1[C:7]([O:8][CH3:9])=[CH:6][C:5]([O:10][CH3:11])=[C:4]([F:12])[C:3]=1[N:13]1[CH2:18][C:17]2[CH:19]=[N:20][C:21]3[NH:25][CH:24]=[CH:23][C:22]=3[C:16]=2[N:15]([CH3:26])[C:14]1=[O:27].[H-].[Na+].[C:30]1([S:36](Cl)(=[O:38])=[O:37])[CH:35]=[CH:34][CH:33]=[CH:32][CH:31]=1, predict the reaction product. The product is: [F:12][C:4]1[C:5]([O:10][CH3:11])=[CH:6][C:7]([O:8][CH3:9])=[C:2]([F:1])[C:3]=1[N:13]1[CH2:18][C:17]2[CH:19]=[N:20][C:21]3[N:25]([S:36]([C:30]4[CH:35]=[CH:34][CH:33]=[CH:32][CH:31]=4)(=[O:38])=[O:37])[CH:24]=[CH:23][C:22]=3[C:16]=2[N:15]([CH3:26])[C:14]1=[O:27]. (9) Given the reactants [C:1]([C:4]1[C:8]2[CH2:9][CH2:10][CH2:11][CH2:12][C:7]=2[S:6][C:5]=1[NH:13][C:14](=[O:36])[CH2:15][N:16]1[C:20]2[CH2:21][N:22](C(OC(C)(C)C)=O)[CH2:23][CH2:24][C:19]=2[C:18]([C:32]([F:35])([F:34])[F:33])=[N:17]1)(=[O:3])[NH2:2].C(Cl)Cl, predict the reaction product. The product is: [F:34][C:32]([F:33])([F:35])[C:18]1[C:19]2[CH2:24][CH2:23][NH:22][CH2:21][C:20]=2[N:16]([CH2:15][C:14]([NH:13][C:5]2[S:6][C:7]3[CH2:12][CH2:11][CH2:10][CH2:9][C:8]=3[C:4]=2[C:1]([NH2:2])=[O:3])=[O:36])[N:17]=1.